Dataset: Full USPTO retrosynthesis dataset with 1.9M reactions from patents (1976-2016). Task: Predict the reactants needed to synthesize the given product. (1) Given the product [Cl:21][C:22]1[CH:23]=[C:24]([NH:25][C:2]2[CH:7]=[C:6]([C:8]3[CH:13]=[CH:12][CH:11]=[CH:10][CH:9]=3)[N:5]=[C:4]([N:14]3[CH2:19][CH2:18][CH:17]([OH:20])[CH2:16][CH2:15]3)[N:3]=2)[CH:26]=[CH:27][C:28]=1[O:29][CH3:30], predict the reactants needed to synthesize it. The reactants are: Cl[C:2]1[CH:7]=[C:6]([C:8]2[CH:13]=[CH:12][CH:11]=[CH:10][CH:9]=2)[N:5]=[C:4]([N:14]2[CH2:19][CH2:18][CH:17]([OH:20])[CH2:16][CH2:15]2)[N:3]=1.[Cl:21][C:22]1[CH:23]=[C:24]([CH:26]=[CH:27][C:28]=1[O:29][CH3:30])[NH2:25]. (2) Given the product [I:13][C:8]1[C:9]2[CH:10]=[CH:11][C:2]([CH3:1])=[N:3][C:4]=2[C:5](=[O:12])[NH:6][CH:7]=1, predict the reactants needed to synthesize it. The reactants are: [CH3:1][C:2]1[CH:11]=[CH:10][C:9]2[CH:8]=[CH:7][NH:6][C:5](=[O:12])[C:4]=2[N:3]=1.[I:13]N1C(=O)CCC1=O. (3) Given the product [OH:1][CH2:2][CH2:3][N:4]([CH2:12][CH2:13][N:14]1[CH2:19][CH2:18][S:17][C:16]2[CH:20]=[CH:21][C:22]([NH:24][C:33]([C:29]3[S:28][CH:32]=[CH:31][CH:30]=3)=[NH:34])=[CH:23][C:15]1=2)[C:5](=[O:11])[O:6][C:7]([CH3:10])([CH3:9])[CH3:8], predict the reactants needed to synthesize it. The reactants are: [OH:1][CH2:2][CH2:3][N:4]([CH2:12][CH2:13][N:14]1[CH2:19][CH2:18][S:17][C:16]2[CH:20]=[CH:21][C:22]([N+:24]([O-])=O)=[CH:23][C:15]1=2)[C:5](=[O:11])[O:6][C:7]([CH3:10])([CH3:9])[CH3:8].I.[S:28]1[CH:32]=[CH:31][CH:30]=[C:29]1[C:33](SC)=[NH:34]. (4) The reactants are: [CH2:1]([O:3][C:4](=[O:26])[CH2:5][C@@H:6]([N:13]1[C:21](=[O:22])[NH:20][C:19]2[C:14]1=[N:15][C:16]([CH:23]1[CH2:25][CH2:24]1)=[N:17][CH:18]=2)[C:7]1[CH:12]=[CH:11][CH:10]=[CH:9][CH:8]=1)[CH3:2].C([O-])([O-])=O.[K+].[K+].[I-].[CH3:34][N:35]1[C:43]2[C:38](=[C:39]([CH3:44])[CH:40]=[CH:41][CH:42]=2)[C:37]([CH2:45][N+](C)(C)C)=[CH:36]1. Given the product [CH2:1]([O:3][C:4](=[O:26])[CH2:5][C@@H:6]([N:13]1[C:21](=[O:22])[N:20]([CH2:45][C:37]2[C:38]3[C:43](=[CH:42][CH:41]=[CH:40][C:39]=3[CH3:44])[N:35]([CH3:34])[CH:36]=2)[C:19]2[C:14]1=[N:15][C:16]([CH:23]1[CH2:24][CH2:25]1)=[N:17][CH:18]=2)[C:7]1[CH:8]=[CH:9][CH:10]=[CH:11][CH:12]=1)[CH3:2], predict the reactants needed to synthesize it. (5) The reactants are: [CH3:1][O:2][C:3]1[CH:4]=[C:5]([C:11]2[C:12]([CH3:33])([CH3:32])[C:13](=[O:31])[N:14]([CH:16]3[CH2:21][CH2:20][N:19]([C:22]([C:24]4[CH:29]=[CH:28][CH:27]=[C:26]([OH:30])[CH:25]=4)=[O:23])[CH2:18][CH2:17]3)[N:15]=2)[CH:6]=[CH:7][C:8]=1[O:9][CH3:10].C(=O)([O-])[O-].[K+].[K+].[F:40][C:41]([F:45])([F:44])[CH2:42]I. Given the product [CH3:1][O:2][C:3]1[CH:4]=[C:5]([C:11]2[C:12]([CH3:33])([CH3:32])[C:13](=[O:31])[N:14]([CH:16]3[CH2:21][CH2:20][N:19]([C:22]([C:24]4[CH:29]=[CH:28][CH:27]=[C:26]([O:30][CH2:42][C:41]([F:45])([F:44])[F:40])[CH:25]=4)=[O:23])[CH2:18][CH2:17]3)[N:15]=2)[CH:6]=[CH:7][C:8]=1[O:9][CH3:10], predict the reactants needed to synthesize it.